From a dataset of Full USPTO retrosynthesis dataset with 1.9M reactions from patents (1976-2016). Predict the reactants needed to synthesize the given product. (1) Given the product [Br:5][C:6]1[CH:11]=[CH:10][C:9]([N:12]([C:17]2[C:36]([CH:37]3[CH2:39][CH2:38]3)=[CH:35][C:20]3[C:21]([C:31]([NH:33][CH3:34])=[O:32])=[C:22]([C:24]4[CH:25]=[CH:26][C:27]([F:30])=[CH:28][CH:29]=4)[O:23][C:19]=3[CH:18]=2)[S:13]([CH3:16])(=[O:15])=[O:14])=[CH:8][C:7]=1[CH2:40][O:41][CH2:2][O:3][CH3:4], predict the reactants needed to synthesize it. The reactants are: Cl[CH2:2][O:3][CH3:4].[Br:5][C:6]1[CH:11]=[CH:10][C:9]([N:12]([C:17]2[C:36]([CH:37]3[CH2:39][CH2:38]3)=[CH:35][C:20]3[C:21]([C:31]([NH:33][CH3:34])=[O:32])=[C:22]([C:24]4[CH:29]=[CH:28][C:27]([F:30])=[CH:26][CH:25]=4)[O:23][C:19]=3[CH:18]=2)[S:13]([CH3:16])(=[O:15])=[O:14])=[CH:8][C:7]=1[CH2:40][OH:41].CCN(C(C)C)C(C)C.C([O-])(O)=O.[Na+]. (2) Given the product [F:15][C:2]([F:1])([F:14])[C:3]([C:5]1[C:13]2[C:8](=[CH:9][CH:10]=[CH:11][CH:12]=2)[NH:7][CH:6]=1)([C:24]1[CH:25]=[C:26]2[C:30](=[CH:31][CH:32]=1)[N:29]([C:33]1[CH:34]=[N:35][CH:36]=[CH:37][CH:38]=1)[N:28]=[CH:27]2)[OH:4], predict the reactants needed to synthesize it. The reactants are: [F:1][C:2]([F:15])([F:14])[C:3]([C:5]1[C:13]2[C:8](=[CH:9][CH:10]=[CH:11][CH:12]=2)[NH:7][CH:6]=1)=[O:4].[H-].[Na+].[Li]CCCC.Br[C:24]1[CH:25]=[C:26]2[C:30](=[CH:31][CH:32]=1)[N:29]([C:33]1[CH:34]=[N:35][CH:36]=[CH:37][CH:38]=1)[N:28]=[CH:27]2.[Na]. (3) Given the product [OH:1][C:2]1[CH:3]=[C:4]2[C:9](=[CH:10][CH:11]=1)[CH:8]=[C:7]([C:16]1[CH:25]=[CH:24][C:19]([C:20]([O:22][CH3:23])=[O:21])=[CH:18][N:17]=1)[CH:6]=[CH:5]2, predict the reactants needed to synthesize it. The reactants are: [OH:1][C:2]1[CH:3]=[C:4]2[C:9](=[CH:10][CH:11]=1)[CH:8]=[C:7](B(O)O)[CH:6]=[CH:5]2.Br[C:16]1[CH:25]=[CH:24][C:19]([C:20]([O:22][CH3:23])=[O:21])=[CH:18][N:17]=1.C(=O)([O-])[O-].[Na+].[Na+]. (4) Given the product [CH:35]1([S:38]([N:13]2[C:4]3=[CH:5][C:6]4[C:10]([C:2]([F:1])=[C:3]3[N:15]([C:16]3[CH:21]=[CH:20][C:19]([I:22])=[CH:18][C:17]=3[F:23])[C:14]2=[O:24])=[N:9][N:8]([CH3:11])[C:7]=4[CH3:12])(=[O:40])=[O:39])[CH2:37][CH2:36]1, predict the reactants needed to synthesize it. The reactants are: [F:1][C:2]1[C:10]2[C:6](=[C:7]([CH3:12])[N:8]([CH3:11])[N:9]=2)[CH:5]=[C:4]2[NH:13][C:14](=[O:24])[N:15]([C:16]3[CH:21]=[CH:20][C:19]([I:22])=[CH:18][C:17]=3[F:23])[C:3]=12.[Li+].C[Si]([N-][Si](C)(C)C)(C)C.[CH:35]1([S:38](Cl)(=[O:40])=[O:39])[CH2:37][CH2:36]1. (5) Given the product [F:13][CH:2]([F:1])[O:3][C:4]1[N:5]=[CH:6][C:7]([NH2:10])=[CH:8][CH:9]=1, predict the reactants needed to synthesize it. The reactants are: [F:1][CH:2]([F:13])[O:3][C:4]1[CH:9]=[CH:8][C:7]([N+:10]([O-])=O)=[CH:6][N:5]=1.C(O)(=O)C. (6) Given the product [CH2:1]([O:8][N:9]([CH2:12][C:13]1([C:20]([NH:24][NH:23][C:25]2[N:30]=[C:29]([C:31]([F:33])([F:32])[F:34])[CH:28]=[CH:27][N:26]=2)=[O:22])[CH2:14][CH2:15][CH2:16][CH2:17][CH2:18][CH2:19]1)[CH:10]=[O:11])[C:2]1[CH:3]=[CH:4][CH:5]=[CH:6][CH:7]=1, predict the reactants needed to synthesize it. The reactants are: [CH2:1]([O:8][N:9]([CH2:12][C:13]1([C:20]([OH:22])=O)[CH2:19][CH2:18][CH2:17][CH2:16][CH2:15][CH2:14]1)[CH:10]=[O:11])[C:2]1[CH:7]=[CH:6][CH:5]=[CH:4][CH:3]=1.[NH:23]([C:25]1[N:30]=[C:29]([C:31]([F:34])([F:33])[F:32])[CH:28]=[CH:27][N:26]=1)[NH2:24].CN1CCOCC1.C1C=NC2N(O)N=NC=2C=1.Cl.CN(C)CCCN=C=NCC. (7) Given the product [ClH:14].[CH3:16][NH:2][C@@H:3]([C:9]([OH:11])=[O:10])[CH2:4][CH2:5][CH2:6][CH2:7][NH2:8], predict the reactants needed to synthesize it. The reactants are: Cl.[NH2:2][C@@H:3]([C:9]([OH:11])=[O:10])[CH2:4][CH2:5][CH2:6][CH2:7][NH2:8].S(Cl)([Cl:14])=O.[CH3:16]O.